This data is from Forward reaction prediction with 1.9M reactions from USPTO patents (1976-2016). The task is: Predict the product of the given reaction. (1) Given the reactants Br[C:2]1[CH:7]=[CH:6][C:5]([C:8]2[O:12][N:11]=[C:10]([CH3:13])[C:9]=2[CH2:14][NH:15][CH2:16][CH:17]([C:19]2[CH:24]=[CH:23][CH:22]=[CH:21][CH:20]=2)[CH3:18])=[CH:4][CH:3]=1.[CH2:25]([O:27][C:28]([C:30]1([C:33]2[CH:38]=[CH:37][C:36](B3OC(C)(C)C(C)(C)O3)=[CH:35][CH:34]=2)[CH2:32][CH2:31]1)=[O:29])[CH3:26], predict the reaction product. The product is: [CH2:25]([O:27][C:28]([C:30]1([C:33]2[CH:38]=[CH:37][C:36]([C:2]3[CH:7]=[CH:6][C:5]([C:8]4[O:12][N:11]=[C:10]([CH3:13])[C:9]=4[CH2:14][NH:15][CH2:16][CH:17]([C:19]4[CH:24]=[CH:23][CH:22]=[CH:21][CH:20]=4)[CH3:18])=[CH:4][CH:3]=3)=[CH:35][CH:34]=2)[CH2:31][CH2:32]1)=[O:29])[CH3:26]. (2) Given the reactants C([O:3][C:4](=[O:17])[CH2:5][N:6]1[CH:10]=[C:9]([C:11]2([OH:16])[CH2:15][CH2:14][CH2:13][CH2:12]2)[N:8]=[N:7]1)C.[OH-].[Na+].C.OS([O-])(=O)=O.[Na+], predict the reaction product. The product is: [OH:16][C:11]1([C:9]2[N:8]=[N:7][N:6]([CH2:5][C:4]([OH:17])=[O:3])[CH:10]=2)[CH2:15][CH2:14][CH2:13][CH2:12]1. (3) Given the reactants B.C1CN[C@H](C(O)(C2C=CC=CC=2)C2C=CC=CC=2)C1.[N:21]1([CH2:28][CH2:29][O:30][C:31]2[CH:36]=[CH:35][C:34]([C:37]([C:39]3[C:48]4[C:43](=[CH:44][C:45]([OH:49])=[CH:46][CH:47]=4)[CH:42]=[CH:41][C:40]=3[C:50]3[C:55]([F:56])=[CH:54][C:53]([F:57])=[CH:52][C:51]=3[F:58])=[O:38])=[CH:33][CH:32]=2)[CH2:27][CH2:26][CH2:25][CH2:24][CH2:23][CH2:22]1.C(CN)O, predict the reaction product. The product is: [N:21]1([CH2:28][CH2:29][O:30][C:31]2[CH:36]=[CH:35][C:34]([CH:37]([OH:38])[C:39]3[C:40]([C:50]4[C:55]([F:56])=[CH:54][C:53]([F:57])=[CH:52][C:51]=4[F:58])=[CH:41][CH:42]=[C:43]4[C:48]=3[CH:47]=[CH:46][C:45]([OH:49])=[CH:44]4)=[CH:33][CH:32]=2)[CH2:27][CH2:26][CH2:25][CH2:24][CH2:23][CH2:22]1. (4) Given the reactants Br[C:2]1[CH:7]=[CH:6][C:5]([C:8]2([C:12]([NH2:14])=[O:13])[CH2:11][CH2:10][CH2:9]2)=[CH:4][CH:3]=1.CC1(C)COB(B2OCC(C)(C)CO2)OC1.C([O-])(=O)C.[K+].Br[C:37]1[CH:38]=[C:39]2[C:43](=[CH:44][C:45]=1[Cl:46])[NH:42][N:41]=[C:40]2[C:47]([OH:49])=[O:48].C(=O)([O-])[O-].[K+].[K+].Cl, predict the reaction product. The product is: [C:12]([C:8]1([C:5]2[CH:6]=[CH:7][C:2]([C:37]3[CH:38]=[C:39]4[C:43](=[CH:44][C:45]=3[Cl:46])[NH:42][N:41]=[C:40]4[C:47]([OH:49])=[O:48])=[CH:3][CH:4]=2)[CH2:11][CH2:10][CH2:9]1)(=[O:13])[NH2:14].